Task: Predict the product of the given reaction.. Dataset: Forward reaction prediction with 1.9M reactions from USPTO patents (1976-2016) (1) The product is: [CH3:1][O:2][C:3](=[O:15])[C:4]1[CH:13]=[C:12]([Cl:14])[CH:11]=[C:6]([C:7]([OH:9])=[O:8])[CH:5]=1. Given the reactants [CH3:1][O:2][C:3](=[O:15])[C:4]1[CH:13]=[C:12]([Cl:14])[CH:11]=[C:6]([C:7]([O:9]C)=[O:8])[CH:5]=1.[OH-].[Na+], predict the reaction product. (2) Given the reactants [C:1](#[N:3])[CH3:2].C([Li])CCC.[CH3:9][N:10]([CH3:15])[C:11](=S)[S:12][CH3:13].CI, predict the reaction product. The product is: [CH3:9][N:10]([CH3:15])[C:11]([S:12][CH3:13])=[CH:2][C:1]#[N:3]. (3) Given the reactants [Cl:1][C:2]1[CH:3]=[C:4]([CH:11]=[CH:12][CH:13]=1)[CH2:5][CH:6]([C:9]#[N:10])[C:7]#[N:8].C(=O)([O-])[O-].[K+].[K+].Br[CH2:21][CH2:22][Cl:23], predict the reaction product. The product is: [Cl:1][C:2]1[CH:3]=[C:4]([CH:11]=[CH:12][CH:13]=1)[CH2:5][C:6]([CH2:21][CH2:22][Cl:23])([C:7]#[N:8])[C:9]#[N:10]. (4) Given the reactants O.[C:2]1([CH3:12])[CH:7]=[CH:6][C:5]([S:8]([OH:11])(=[O:10])=[O:9])=[CH:4][CH:3]=1.C([N:20]1[CH2:24][CH2:23][C@H:22]([OH:25])[CH2:21]1)(OC(C)(C)C)=O, predict the reaction product. The product is: [NH:20]1[CH2:24][CH2:23][C@H:22]([OH:25])[CH2:21]1.[CH3:12][C:2]1[CH:3]=[CH:4][C:5]([S:8]([O-:11])(=[O:10])=[O:9])=[CH:6][CH:7]=1. (5) Given the reactants [CH3:1][C:2]1[CH:8]=[CH:7][CH:6]=[C:5]([CH3:9])[C:3]=1[NH2:4].[CH:10](=O)[CH3:11], predict the reaction product. The product is: [CH:10](=[N:4][C:3]1[C:5]([CH3:9])=[CH:6][CH:7]=[CH:8][C:2]=1[CH3:1])[CH3:11]. (6) Given the reactants C(O[C:4]([C:6]1([CH2:12][CH2:13]OC)[CH2:11][CH2:10][NH:9][CH2:8][CH2:7]1)=[O:5])C.[CH3:16][CH:17]([CH3:23])[CH2:18][S:19](Cl)(=[O:21])=[O:20].[NH2:24][C:25]1[CH:30]=[CH:29][C:28]([O:31][S:32]([CH:35]2[CH2:37][CH2:36]2)(=[O:34])=[O:33])=[CH:27][CH:26]=1, predict the reaction product. The product is: [CH3:16][CH:17]([CH3:23])[CH2:18][S:19]([N:9]1[CH2:8][CH2:7][C:6]2([C:4](=[O:5])[N:24]([C:25]3[CH:30]=[CH:29][C:28]([O:31][S:32]([CH:35]4[CH2:37][CH2:36]4)(=[O:34])=[O:33])=[CH:27][CH:26]=3)[CH2:13][CH2:12]2)[CH2:11][CH2:10]1)(=[O:21])=[O:20].